This data is from Forward reaction prediction with 1.9M reactions from USPTO patents (1976-2016). The task is: Predict the product of the given reaction. (1) Given the reactants C([O:3][C:4]([C:6]1[C:7]([CH:27]([CH3:29])[CH3:28])=[N:8][C:9]2[C:14]([C:15]=1[CH2:16][C:17]1[CH:22]=[CH:21][CH:20]=[CH:19][C:18]=1[Cl:23])=[CH:13][C:12]([Cl:24])=[CH:11][C:10]=2[O:25][CH3:26])=[O:5])C.[OH-].[Na+], predict the reaction product. The product is: [Cl:24][C:12]1[CH:13]=[C:14]2[C:9](=[C:10]([O:25][CH3:26])[CH:11]=1)[N:8]=[C:7]([CH:27]([CH3:28])[CH3:29])[C:6]([C:4]([OH:5])=[O:3])=[C:15]2[CH2:16][C:17]1[CH:22]=[CH:21][CH:20]=[CH:19][C:18]=1[Cl:23]. (2) Given the reactants B(Br)(Br)Br.[NH2:5][C:6]1[C:15]2[N:16]=[C:17]([CH2:29][O:30]CC)[N:18]([CH2:19][CH2:20][CH2:21][CH2:22][NH:23][C:24](=[O:28])[CH:25]([CH3:27])[CH3:26])[C:14]=2[C:13]2[CH:12]=[CH:11][CH:10]=[CH:9][C:8]=2[N:7]=1, predict the reaction product. The product is: [NH2:5][C:6]1[C:15]2[N:16]=[C:17]([CH2:29][OH:30])[N:18]([CH2:19][CH2:20][CH2:21][CH2:22][NH:23][C:24](=[O:28])[CH:25]([CH3:27])[CH3:26])[C:14]=2[C:13]2[CH:12]=[CH:11][CH:10]=[CH:9][C:8]=2[N:7]=1. (3) Given the reactants [CH3:1][N:2]1[CH2:16][CH2:15][C:5]2[NH:6][C:7]3[CH:8]=[CH:9][C:10]([CH2:13][OH:14])=[CH:11][C:12]=3[C:4]=2[CH2:3]1.[CH:17]([C:19]1[CH:20]=[CH:21][C:22]([CH2:25][OH:26])=[N:23][CH:24]=1)=[CH2:18].[OH-].[K+], predict the reaction product. The product is: [OH:14][CH2:13][C:10]1[CH:9]=[CH:8][C:7]2[N:6]([CH2:18][CH2:17][C:19]3[CH:20]=[CH:21][C:22]([CH2:25][OH:26])=[N:23][CH:24]=3)[C:5]3[CH2:15][CH2:16][N:2]([CH3:1])[CH2:3][C:4]=3[C:12]=2[CH:11]=1. (4) Given the reactants [Cl:1][C:2]1[CH:3]=[CH:4][C:5]([O:9][CH3:10])=[C:6]([CH:8]=1)[NH2:7].C(O)(=O)C.[N-:15]=[C:16]=[O:17].[K+], predict the reaction product. The product is: [Cl:1][C:2]1[CH:3]=[CH:4][C:5]([O:9][CH3:10])=[C:6]([NH:7][C:16]([NH2:15])=[O:17])[CH:8]=1. (5) Given the reactants [Cl:1][C:2]1[CH:7]=[C:6]([CH3:8])[C:5]([CH3:9])=[CH:4][C:3]=1[CH:10]1[C:14](=[O:15])[C:13]2([CH2:20][CH2:19][N:18]([O:21][CH3:22])[CH2:17][CH2:16]2)[N:12]([CH3:23])[C:11]1=[O:24].C(=O)([O-])O.[Na+].S(Cl)([Cl:33])(=O)=O.C(=O)([O-])[O-].[Na+].[Na+], predict the reaction product. The product is: [Cl:33][C:10]1([C:3]2[CH:4]=[C:5]([CH3:9])[C:6]([CH3:8])=[CH:7][C:2]=2[Cl:1])[C:14](=[O:15])[C:13]2([CH2:20][CH2:19][N:18]([O:21][CH3:22])[CH2:17][CH2:16]2)[N:12]([CH3:23])[C:11]1=[O:24]. (6) Given the reactants [C:9](O[C:9]([O:11][C:12]([CH3:15])([CH3:14])[CH3:13])=[O:10])([O:11][C:12]([CH3:15])([CH3:14])[CH3:13])=[O:10].[Cl:16][C:17]1[CH:22]=[CH:21][C:20]([NH:23][C:24](=[O:27])[O:25][CH3:26])=[C:19]([C:28]#[N:29])[CH:18]=1.[BH4-].[Na+], predict the reaction product. The product is: [C:12]([O:11][C:9]([NH:29][CH2:28][C:19]1[CH:18]=[C:17]([Cl:16])[CH:22]=[CH:21][C:20]=1[NH:23][C:24](=[O:27])[O:25][CH3:26])=[O:10])([CH3:13])([CH3:14])[CH3:15].